From a dataset of Full USPTO retrosynthesis dataset with 1.9M reactions from patents (1976-2016). Predict the reactants needed to synthesize the given product. (1) Given the product [NH2:33][C:24]1[N:23]=[C:22]([NH:21][C@H:19]([C:8]2[N:9]([C:13]3[CH:14]=[CH:15][CH:16]=[CH:17][CH:18]=3)[C:10](=[O:12])[C:11]3[C:6]([CH:7]=2)=[CH:5][CH:4]=[CH:3][C:2]=3[Cl:1])[CH3:20])[C:27]([N+:28]([O-:30])=[O:29])=[CH:26][N:25]=1, predict the reactants needed to synthesize it. The reactants are: [Cl:1][C:2]1[CH:3]=[CH:4][CH:5]=[C:6]2[C:11]=1[C:10](=[O:12])[N:9]([C:13]1[CH:18]=[CH:17][CH:16]=[CH:15][CH:14]=1)[C:8]([C@@H:19]([NH:21][C:22]1[C:27]([N+:28]([O-:30])=[O:29])=[CH:26][N:25]=[C:24](Cl)[N:23]=1)[CH3:20])=[CH:7]2.[OH-].[NH4+:33]. (2) Given the product [CH2:1]([O:8][CH2:9][CH2:10][N:11]1[CH2:16][CH2:15][N:14]([C:17]2[CH:22]=[CH:21][C:20]([C:23]3[CH:24]=[C:25]4[C:31]([C:51]5[C:50]([CH3:63])=[N:49][N:48]([CH2:47][C:46]6[CH:64]=[CH:65][CH:66]=[C:44]([F:43])[CH:45]=6)[C:52]=5[CH3:53])=[CH:30][N:29]([S:33]([C:36]5[CH:42]=[CH:41][C:39]([CH3:40])=[CH:38][CH:37]=5)(=[O:35])=[O:34])[C:26]4=[N:27][CH:28]=3)=[CH:19][CH:18]=2)[CH2:13][CH2:12]1)[C:2]1[CH:7]=[CH:6][CH:5]=[CH:4][CH:3]=1, predict the reactants needed to synthesize it. The reactants are: [CH2:1]([O:8][CH2:9][CH2:10][N:11]1[CH2:16][CH2:15][N:14]([C:17]2[CH:22]=[CH:21][C:20]([C:23]3[CH:24]=[C:25]4[C:31](I)=[CH:30][N:29]([S:33]([C:36]5[CH:42]=[CH:41][C:39]([CH3:40])=[CH:38][CH:37]=5)(=[O:35])=[O:34])[C:26]4=[N:27][CH:28]=3)=[CH:19][CH:18]=2)[CH2:13][CH2:12]1)[C:2]1[CH:7]=[CH:6][CH:5]=[CH:4][CH:3]=1.[F:43][C:44]1[CH:45]=[C:46]([CH:64]=[CH:65][CH:66]=1)[CH2:47][N:48]1[C:52]([CH3:53])=[C:51](B2OC(C)(C)C(C)(C)O2)[C:50]([CH3:63])=[N:49]1.C(=O)([O-])[O-].[Na+].[Na+]. (3) Given the product [CH2:24]([N:3]([CH2:1][CH3:2])[C:4]([CH:6]1[C:18]2[C:17]3[C:12](=[CH:13][CH:14]=[CH:15][CH:16]=3)[N:11]([CH2:30][CH2:31][F:32])[C:10]=2[C:9]2[CH:19]=[CH:20][CH:21]=[C:22]([F:23])[C:8]=2[S:7]1)=[O:5])[CH3:25], predict the reactants needed to synthesize it. The reactants are: [CH2:1]([N:3]([CH2:24][CH3:25])[C:4]([CH:6]1[C:18]2[C:17]3[C:12](=[CH:13][CH:14]=[CH:15][CH:16]=3)[NH:11][C:10]=2[C:9]2[CH:19]=[CH:20][CH:21]=[C:22]([F:23])[C:8]=2[S:7]1)=[O:5])[CH3:2].S(C1C=CC(C)=CC=1)(O[CH2:30][CH2:31][F:32])(=O)=O.[H-].[Na+]. (4) Given the product [Br:1][C:2]1[CH:3]=[C:4]([CH:13]([CH:20]2[CH2:25][CH2:24][CH2:23][CH2:22][CH2:21]2)[OH:14])[C:5]2[O:9][CH2:8][C:7]([CH3:11])([CH3:10])[C:6]=2[CH:12]=1, predict the reactants needed to synthesize it. The reactants are: [Br:1][C:2]1[CH:3]=[C:4]([CH:13]=[O:14])[C:5]2[O:9][CH2:8][C:7]([CH3:11])([CH3:10])[C:6]=2[CH:12]=1.C(OCC)C.[CH:20]1([Mg]Cl)[CH2:25][CH2:24][CH2:23][CH2:22][CH2:21]1.C(OCC)(=O)C. (5) Given the product [Br:5][C:6]1[C:7]([CH3:16])=[C:8]([C:11]([OH:14])=[CH:12][CH:13]=1)[CH:9]=[O:10], predict the reactants needed to synthesize it. The reactants are: B(Br)(Br)Br.[Br:5][C:6]1[C:7]([CH3:16])=[C:8]([C:11]([O:14]C)=[CH:12][CH:13]=1)[CH:9]=[O:10].O.C(OCC)(=O)C.CCCCCC. (6) Given the product [CH2:30]([O:18][C:5]1[C:4]([O:3][CH2:1][CH3:2])=[CH:11][C:8]([CH:9]=[O:10])=[C:7]([N+:12]([O-:14])=[O:13])[C:6]=1[N+:15]([O-:17])=[O:16])[CH3:31], predict the reactants needed to synthesize it. The reactants are: [CH2:1]([O:3][C:4]1[C:5]([OH:18])=[C:6]([N+:15]([O-:17])=[O:16])[C:7]([N+:12]([O-:14])=[O:13])=[C:8]([CH:11]=1)[CH:9]=[O:10])[CH3:2].CN(C)C=O.C([O-])([O-])=O.[K+].[K+].[CH2:30](Br)[CH3:31]. (7) Given the product [C:28]1([CH2:34][S:35]([NH:24][CH2:23][CH2:22][CH2:21][CH2:20][C@@H:19]([C:25]([OH:27])=[O:26])[NH:18][C:16]([O:15][CH2:14][CH:12]2[C:11]3[CH:10]=[CH:9][CH:8]=[CH:7][C:6]=3[C:5]3[C:13]2=[CH:1][CH:2]=[CH:3][CH:4]=3)=[O:17])(=[O:37])=[O:36])[CH:33]=[CH:32][CH:31]=[CH:30][CH:29]=1, predict the reactants needed to synthesize it. The reactants are: [CH:1]1[C:13]2[CH:12]([CH2:14][O:15][C:16]([NH:18][C@H:19]([C:25]([OH:27])=[O:26])[CH2:20][CH2:21][CH2:22][CH2:23][NH2:24])=[O:17])[C:11]3[C:6](=[CH:7][CH:8]=[CH:9][CH:10]=3)[C:5]=2[CH:4]=[CH:3][CH:2]=1.[C:28]1([CH2:34][S:35](Cl)(=[O:37])=[O:36])[CH:33]=[CH:32][CH:31]=[CH:30][CH:29]=1. (8) Given the product [Br:1][C:2]1[CH:3]=[C:4]2[C:8](=[CH:9][CH:10]=1)[N:7]([S:25]([C:22]1[CH:23]=[CH:24][C:17]3[CH2:16][CH2:15][N:14]([C:11](=[O:13])[CH3:12])[CH2:20][CH2:19][C:18]=3[CH:21]=1)(=[O:26])=[O:27])[CH2:6][CH2:5]2, predict the reactants needed to synthesize it. The reactants are: [Br:1][C:2]1[CH:3]=[C:4]2[C:8](=[CH:9][CH:10]=1)[NH:7][CH2:6][CH2:5]2.[C:11]([N:14]1[CH2:20][CH2:19][C:18]2[CH:21]=[C:22]([S:25](Cl)(=[O:27])=[O:26])[CH:23]=[CH:24][C:17]=2[CH2:16][CH2:15]1)(=[O:13])[CH3:12]. (9) Given the product [CH3:19][N:16]1[C:17]2[C:18]3=[C:7]([O:6][C:5]4[CH:4]=[CH:3][C:2]([NH:1][C:27]([NH:26][CH3:25])=[S:28])=[CH:24][CH:23]=4)[S:8][C:9]([C:20]([NH2:22])=[O:21])=[C:10]3[CH2:11][CH2:12][C:13]=2[CH:14]=[N:15]1, predict the reactants needed to synthesize it. The reactants are: [NH2:1][C:2]1[CH:24]=[CH:23][C:5]([O:6][C:7]2[S:8][C:9]([C:20]([NH2:22])=[O:21])=[C:10]3[C:18]=2[C:17]2[N:16]([CH3:19])[N:15]=[CH:14][C:13]=2[CH2:12][CH2:11]3)=[CH:4][CH:3]=1.[CH3:25][N:26]=[C:27]=[S:28].